The task is: Predict the reactants needed to synthesize the given product.. This data is from Full USPTO retrosynthesis dataset with 1.9M reactions from patents (1976-2016). (1) Given the product [Cl:12][C:13]1[CH:14]=[C:15]([CH:16]=[CH:17][CH:18]=1)[CH2:19][O:8][C:5]1[CH:6]=[CH:7][C:2]([Cl:1])=[C:3]([N+:9]([O-:11])=[O:10])[CH:4]=1, predict the reactants needed to synthesize it. The reactants are: [Cl:1][C:2]1[CH:7]=[CH:6][C:5]([OH:8])=[CH:4][C:3]=1[N+:9]([O-:11])=[O:10].[Cl:12][C:13]1[CH:18]=[CH:17][CH:16]=[C:15]([CH2:19]Br)[CH:14]=1. (2) Given the product [Cl:1][C:2]1[C:7]([S:8]([NH:16][C:15]2[CH:17]=[C:18]([CH3:20])[CH:19]=[C:13]([CH3:12])[CH:14]=2)(=[O:10])=[O:9])=[CH:6][CH:5]=[CH:4][N:3]=1, predict the reactants needed to synthesize it. The reactants are: [Cl:1][C:2]1[C:7]([S:8](Cl)(=[O:10])=[O:9])=[CH:6][CH:5]=[CH:4][N:3]=1.[CH3:12][C:13]1[CH:14]=[C:15]([CH:17]=[C:18]([CH3:20])[CH:19]=1)[NH2:16]. (3) Given the product [Cl:1][C:2]1[CH:10]=[C:9]2[C:5]([CH2:6][CH2:7][N:8]2[CH:26]2[CH2:27][CH2:28][N:23]([C:20]3[N:21]=[N:22][C:17]([C:15]4[CH:14]=[N:13][N:12]([CH3:11])[CH:16]=4)=[CH:18][CH:19]=3)[CH2:24][CH2:25]2)=[CH:4][CH:3]=1, predict the reactants needed to synthesize it. The reactants are: [Cl:1][C:2]1[CH:10]=[C:9]2[C:5]([CH2:6][CH2:7][NH:8]2)=[CH:4][CH:3]=1.[CH3:11][N:12]1[CH:16]=[C:15]([C:17]2[N:22]=[N:21][C:20]([N:23]3[CH2:28][CH2:27][C:26](=O)[CH2:25][CH2:24]3)=[CH:19][CH:18]=2)[CH:14]=[N:13]1. (4) Given the product [CH:17]1([N:16]2[C:15]3[C:14]4[CH:13]=[CH:12][CH:11]=[C:10]([O:22][CH3:23])[C:9]=4[N:8]=[CH:7][C:6]=3[C:4](=[O:3])[N:24]([C:27]3[CH:32]=[CH:31][CH:30]=[CH:29][C:28]=3[CH3:33])[C:25]2=[O:26])[CH2:18][CH2:19][CH2:20][CH2:21]1, predict the reactants needed to synthesize it. The reactants are: C([O:3][C:4]([C:6]1[CH:7]=[N:8][C:9]2[C:14]([C:15]=1[NH:16][CH:17]1[CH2:21][CH2:20][CH2:19][CH2:18]1)=[CH:13][CH:12]=[CH:11][C:10]=2[O:22][CH3:23])=O)C.[N:24]([C:27]1[CH:32]=[CH:31][CH:30]=[CH:29][C:28]=1[CH3:33])=[C:25]=[O:26]. (5) Given the product [CH3:15][C:2]([C:16]1[CH:21]=[CH:20][C:19]([C:22]2[N:26]=[CH:25][N:24]([C:27]3[CH:32]=[CH:31][C:30]([O:33][C:34]([F:37])([F:36])[F:35])=[CH:29][CH:28]=3)[N:23]=2)=[CH:18][CH:17]=1)([CH3:1])[CH2:3][NH2:4], predict the reactants needed to synthesize it. The reactants are: [CH3:1][C:2]([C:16]1[CH:21]=[CH:20][C:19]([C:22]2[N:26]=[CH:25][N:24]([C:27]3[CH:32]=[CH:31][C:30]([O:33][C:34]([F:37])([F:36])[F:35])=[CH:29][CH:28]=3)[N:23]=2)=[CH:18][CH:17]=1)([CH3:15])[CH2:3][NH:4]C(=O)OCC1C=CC=CC=1. (6) Given the product [CH:27]1([NH:28][C:13](=[O:15])[C:12]2[CH:16]=[CH:17][CH:18]=[C:10]([C:9]#[C:8][CH2:7][CH2:6][CH2:5][C:3](=[O:4])[N:2]([CH3:1])[CH3:19])[CH:11]=2)[CH2:25][CH2:26]1, predict the reactants needed to synthesize it. The reactants are: [CH3:1][N:2]([CH3:19])[C:3]([CH2:5][CH2:6][CH2:7][C:8]#[C:9][C:10]1[CH:11]=[C:12]([CH:16]=[CH:17][CH:18]=1)[C:13]([OH:15])=O)=[O:4].CCN=C=N[CH2:25][CH2:26][CH2:27][N:28](C)C.C(N(CC)CC)C. (7) Given the product [OH:1][CH:2]([C:14]([CH3:17])([CH3:16])[CH3:15])[CH2:3][NH:4][C:5]([C:7]1[N:8]=[N:9][C:10]([N:21]2[CH2:22][CH2:23][N:18]([C:24](=[O:25])[C:26]3[CH:31]=[C:30]([F:32])[CH:29]=[CH:28][C:27]=3[C:33]([F:36])([F:35])[F:34])[CH2:19][CH2:20]2)=[CH:11][CH:12]=1)=[O:6], predict the reactants needed to synthesize it. The reactants are: [OH:1][CH:2]([C:14]([CH3:17])([CH3:16])[CH3:15])[CH2:3][NH:4][C:5]([C:7]1[N:8]=[N:9][C:10](Cl)=[CH:11][CH:12]=1)=[O:6].[N:18]1([C:24]([C:26]2[CH:31]=[C:30]([F:32])[CH:29]=[CH:28][C:27]=2[C:33]([F:36])([F:35])[F:34])=[O:25])[CH2:23][CH2:22][NH:21][CH2:20][CH2:19]1. (8) Given the product [NH2:16][CH2:15][CH2:14][CH2:13][CH2:12][N:11]([CH2:24][C:26]1[N:27]=[C:28]2[CH:33]=[CH:32][C:31]([C:34]#[N:35])=[CH:30][N:29]2[CH:36]=1)[CH:9]1[C:10]2[N:1]=[CH:2][CH:3]=[CH:4][C:5]=2[CH2:6][CH2:7][CH2:8]1, predict the reactants needed to synthesize it. The reactants are: [N:1]1[C:10]2[CH:9]([NH:11][CH2:12][CH2:13][CH2:14][CH2:15][NH:16]C(=O)OC(C)(C)C)[CH2:8][CH2:7][CH2:6][C:5]=2[CH:4]=[CH:3][CH:2]=1.[CH:24]([C:26]1[N:27]=[C:28]2[CH:33]=[CH:32][C:31]([C:34]#[N:35])=[CH:30][N:29]2[CH:36]=1)=O. (9) The reactants are: [CH2:1]([C@@H:8]1[CH2:12][O:11][C:10](=[O:13])[N:9]1[C:14](=[O:19])[CH2:15][CH2:16][CH:17]=[CH2:18])[C:2]1[CH:7]=[CH:6][CH:5]=[CH:4][CH:3]=1.[Li+].C[Si]([N-][Si](C)(C)C)(C)C.Br[CH2:31][C:32]1[C:37]([Cl:38])=[CH:36][C:35]([O:39][CH2:40][C:41]2[CH:46]=[CH:45][CH:44]=[CH:43][CH:42]=2)=[CH:34][C:33]=1[Cl:47]. Given the product [CH2:1]([C@@H:8]1[CH2:12][O:11][C:10](=[O:13])[N:9]1[C:14](=[O:19])[C@H:15]([CH2:31][C:32]1[C:33]([Cl:47])=[CH:34][C:35]([O:39][CH2:40][C:41]2[CH:42]=[CH:43][CH:44]=[CH:45][CH:46]=2)=[CH:36][C:37]=1[Cl:38])[CH2:16][CH:17]=[CH2:18])[C:2]1[CH:3]=[CH:4][CH:5]=[CH:6][CH:7]=1, predict the reactants needed to synthesize it. (10) The reactants are: [C:1]([C:3]1[CH:11]=[CH:10][C:9]2[N:8]3[CH2:12][CH2:13][C:14](=[CH:15][C:16]([O:18][C:19]([CH3:22])([CH3:21])[CH3:20])=[O:17])[C:7]3=[CH:6][C:5]=2[CH:4]=1)#[N:2].[H][H]. Given the product [C:1]([C:3]1[CH:11]=[CH:10][C:9]2[N:8]3[CH2:12][CH2:13][CH:14]([CH2:15][C:16]([O:18][C:19]([CH3:22])([CH3:21])[CH3:20])=[O:17])[C:7]3=[CH:6][C:5]=2[CH:4]=1)#[N:2], predict the reactants needed to synthesize it.